Dataset: NCI-60 drug combinations with 297,098 pairs across 59 cell lines. Task: Regression. Given two drug SMILES strings and cell line genomic features, predict the synergy score measuring deviation from expected non-interaction effect. (1) Drug 1: CC12CCC(CC1=CCC3C2CCC4(C3CC=C4C5=CN=CC=C5)C)O. Drug 2: CN1CCC(CC1)COC2=C(C=C3C(=C2)N=CN=C3NC4=C(C=C(C=C4)Br)F)OC. Cell line: SK-MEL-2. Synergy scores: CSS=1.69, Synergy_ZIP=1.03, Synergy_Bliss=5.40, Synergy_Loewe=1.04, Synergy_HSA=1.84. (2) Drug 1: CCCCCOC(=O)NC1=NC(=O)N(C=C1F)C2C(C(C(O2)C)O)O. Drug 2: CC1C(C(CC(O1)OC2CC(CC3=C2C(=C4C(=C3O)C(=O)C5=CC=CC=C5C4=O)O)(C(=O)C)O)N)O. Cell line: HL-60(TB). Synergy scores: CSS=29.3, Synergy_ZIP=-0.760, Synergy_Bliss=-3.79, Synergy_Loewe=-47.0, Synergy_HSA=-3.78. (3) Drug 1: C1=CC(=CC=C1CCCC(=O)O)N(CCCl)CCCl. Drug 2: C1C(C(OC1N2C=NC(=NC2=O)N)CO)O. Cell line: A498. Synergy scores: CSS=20.8, Synergy_ZIP=-6.34, Synergy_Bliss=-4.61, Synergy_Loewe=-4.53, Synergy_HSA=-4.50. (4) Drug 1: C1CCC(C1)C(CC#N)N2C=C(C=N2)C3=C4C=CNC4=NC=N3. Drug 2: C1=CC(=CC=C1CC(C(=O)O)N)N(CCCl)CCCl.Cl. Cell line: SW-620. Synergy scores: CSS=12.5, Synergy_ZIP=-6.29, Synergy_Bliss=-2.53, Synergy_Loewe=-6.20, Synergy_HSA=-5.89. (5) Drug 1: CCCS(=O)(=O)NC1=C(C(=C(C=C1)F)C(=O)C2=CNC3=C2C=C(C=N3)C4=CC=C(C=C4)Cl)F. Drug 2: C1=CN(C(=O)N=C1N)C2C(C(C(O2)CO)O)O.Cl. Cell line: T-47D. Synergy scores: CSS=5.78, Synergy_ZIP=-1.79, Synergy_Bliss=2.16, Synergy_Loewe=-2.38, Synergy_HSA=0.873. (6) Drug 1: COC1=CC(=CC(=C1O)OC)C2C3C(COC3=O)C(C4=CC5=C(C=C24)OCO5)OC6C(C(C7C(O6)COC(O7)C8=CC=CS8)O)O. Drug 2: C1=NC(=NC(=O)N1C2C(C(C(O2)CO)O)O)N. Cell line: M14. Synergy scores: CSS=31.6, Synergy_ZIP=1.27, Synergy_Bliss=1.90, Synergy_Loewe=1.12, Synergy_HSA=2.16. (7) Drug 2: CC1CCCC2(C(O2)CC(NC(=O)CC(C(C(=O)C(C1O)C)(C)C)O)C(=CC3=CSC(=N3)C)C)C. Cell line: SK-OV-3. Drug 1: CC1CCC2CC(C(=CC=CC=CC(CC(C(=O)C(C(C(=CC(C(=O)CC(OC(=O)C3CCCCN3C(=O)C(=O)C1(O2)O)C(C)CC4CCC(C(C4)OC)O)C)C)O)OC)C)C)C)OC. Synergy scores: CSS=38.8, Synergy_ZIP=0.608, Synergy_Bliss=1.03, Synergy_Loewe=-9.11, Synergy_HSA=1.52.